Regression. Given a peptide amino acid sequence and an MHC pseudo amino acid sequence, predict their binding affinity value. This is MHC class II binding data. From a dataset of Peptide-MHC class II binding affinity with 134,281 pairs from IEDB. The peptide sequence is QCQKLLWQLNGRLEY. The MHC is DRB1_0401 with pseudo-sequence DRB1_0401. The binding affinity (normalized) is 0.456.